This data is from Forward reaction prediction with 1.9M reactions from USPTO patents (1976-2016). The task is: Predict the product of the given reaction. (1) Given the reactants Br[CH2:2][C:3]([C:5]1[CH:10]=[CH:9][CH:8]=[CH:7][C:6]=1[F:11])=O.[NH2:12][C:13](=[S:24])[CH2:14][N:15]([CH3:23])[C:16](=[O:22])[O:17][C:18]([CH3:21])([CH3:20])[CH3:19].C(=O)([O-])O.[Na+], predict the reaction product. The product is: [F:11][C:6]1[CH:7]=[CH:8][CH:9]=[CH:10][C:5]=1[C:3]1[N:12]=[C:13]([CH2:14][N:15]([CH3:23])[C:16](=[O:22])[O:17][C:18]([CH3:19])([CH3:20])[CH3:21])[S:24][CH:2]=1. (2) Given the reactants [Cl:1][C:2]1[CH:7]=[C:6]([NH:8][C:9]2[CH:14]=[CH:13][C:12]([Cl:15])=[CH:11][C:10]=2[CH3:16])[CH:5]=[CH:4][C:3]=1[C:17]([C:19]1[CH:24]=[C:23]([O:25][CH2:26][CH:27]2[CH2:31][O:30]C(C)(C)[O:28]2)[CH:22]=[CH:21][C:20]=1[F:34])=[O:18], predict the reaction product. The product is: [Cl:1][C:2]1[CH:7]=[C:6]([NH:8][C:9]2[CH:14]=[CH:13][C:12]([Cl:15])=[CH:11][C:10]=2[CH3:16])[CH:5]=[CH:4][C:3]=1[C:17]([C:19]1[CH:24]=[C:23]([O:25][CH2:26][CH:27]([OH:28])[CH2:31][OH:30])[CH:22]=[CH:21][C:20]=1[F:34])=[O:18]. (3) Given the reactants Br[C:2]1[C:10]2[N:9]3[CH2:11][CH2:12][NH:13][C:14](=[O:15])[C:8]3=[C:7]([CH3:16])[C:6]=2[CH:5]=[C:4]([Cl:17])[CH:3]=1.[Cl:18][C:19]1[CH:24]=[CH:23][C:22](B(O)O)=[C:21]([F:28])[CH:20]=1, predict the reaction product. The product is: [Cl:17][C:4]1[CH:3]=[C:2]([C:22]2[CH:23]=[CH:24][C:19]([Cl:18])=[CH:20][C:21]=2[F:28])[C:10]2[N:9]3[CH2:11][CH2:12][NH:13][C:14](=[O:15])[C:8]3=[C:7]([CH3:16])[C:6]=2[CH:5]=1. (4) Given the reactants [NH2:1][C:2](=[C:10]([C:15](=O)[CH:16]([CH3:18])[CH3:17])[C:11]([O:13][CH3:14])=[O:12])[C:3]1[CH:8]=[CH:7][C:6]([F:9])=[CH:5][CH:4]=1.[N:20]#[C:21][NH2:22].C(OCC)(=O)C, predict the reaction product. The product is: [NH2:22][C:21]1[N:1]=[C:2]([C:3]2[CH:8]=[CH:7][C:6]([F:9])=[CH:5][CH:4]=2)[C:10]([C:11]([O:13][CH3:14])=[O:12])=[C:15]([CH:16]([CH3:18])[CH3:17])[N:20]=1. (5) Given the reactants [CH:1]([C:3]1[S:4][C:5]2[CH2:6][N:7]([C:12]([O:14][C:15]([CH3:18])([CH3:17])[CH3:16])=[O:13])[CH2:8][CH2:9][C:10]=2[N:11]=1)=O.[O:19]1[C:23]([C:24]2[CH:29]=[CH:28][C:27]([NH:30][NH2:31])=[CH:26][CH:25]=2)=[CH:22][N:21]=[CH:20]1, predict the reaction product. The product is: [O:19]1[C:23]([C:24]2[CH:25]=[CH:26][C:27]([NH:30][N:31]=[CH:1][C:3]3[S:4][C:5]4[CH2:6][N:7]([C:12]([O:14][C:15]([CH3:18])([CH3:17])[CH3:16])=[O:13])[CH2:8][CH2:9][C:10]=4[N:11]=3)=[CH:28][CH:29]=2)=[CH:22][N:21]=[CH:20]1. (6) Given the reactants [C:1]([C@@H:4]1[CH2:9][CH2:8][C@H:7]([O:10][C:11]2[CH:31]=[CH:30][C:14]([C:15]([NH:17][CH2:18][CH2:19][NH:20][C:21](=[O:29])[C:22]3[CH:27]=[CH:26][C:25]([Cl:28])=[CH:24][CH:23]=3)=[O:16])=[CH:13][CH:12]=2)[CH2:6][CH2:5]1)(=O)[NH2:2].FC(F)(F)C(O)=O.C(=O)([O-])O.[Na+], predict the reaction product. The product is: [Cl:28][C:25]1[CH:24]=[CH:23][C:22]([C:21]([NH:20][CH2:19][CH2:18][NH:17][C:15](=[O:16])[C:14]2[CH:30]=[CH:31][C:11]([O:10][C@H:7]3[CH2:8][CH2:9][C@@H:4]([C:1]#[N:2])[CH2:5][CH2:6]3)=[CH:12][CH:13]=2)=[O:29])=[CH:27][CH:26]=1. (7) Given the reactants [NH2:1][C:2]([NH2:4])=[O:3].[CH:5](=O)[CH2:6][CH2:7]CC.[C:11]([NH2:17])(=O)[CH2:12][C:13]([CH3:15])=O.[OH-].[Na+].[CH2:20]1[CH2:24]O[CH2:22][CH2:21]1, predict the reaction product. The product is: [CH2:20]([CH:24]1[C:12]([C:11]#[N:17])=[C:13]([CH3:15])[NH:4][C:2](=[O:3])[NH:1]1)[CH2:21][CH2:22][CH2:5][CH2:6][CH3:7].